Dataset: NCI-60 drug combinations with 297,098 pairs across 59 cell lines. Task: Regression. Given two drug SMILES strings and cell line genomic features, predict the synergy score measuring deviation from expected non-interaction effect. (1) Drug 1: COC1=CC(=CC(=C1O)OC)C2C3C(COC3=O)C(C4=CC5=C(C=C24)OCO5)OC6C(C(C7C(O6)COC(O7)C8=CC=CS8)O)O. Drug 2: CC1CCC2CC(C(=CC=CC=CC(CC(C(=O)C(C(C(=CC(C(=O)CC(OC(=O)C3CCCCN3C(=O)C(=O)C1(O2)O)C(C)CC4CCC(C(C4)OC)OCCO)C)C)O)OC)C)C)C)OC. Cell line: EKVX. Synergy scores: CSS=42.0, Synergy_ZIP=2.02, Synergy_Bliss=1.76, Synergy_Loewe=6.26, Synergy_HSA=6.72. (2) Drug 1: CCC1(CC2CC(C3=C(CCN(C2)C1)C4=CC=CC=C4N3)(C5=C(C=C6C(=C5)C78CCN9C7C(C=CC9)(C(C(C8N6C=O)(C(=O)OC)O)OC(=O)C)CC)OC)C(=O)OC)O.OS(=O)(=O)O. Drug 2: CCC1(CC2CC(C3=C(CCN(C2)C1)C4=CC=CC=C4N3)(C5=C(C=C6C(=C5)C78CCN9C7C(C=CC9)(C(C(C8N6C)(C(=O)OC)O)OC(=O)C)CC)OC)C(=O)OC)O.OS(=O)(=O)O. Cell line: SNB-19. Synergy scores: CSS=25.2, Synergy_ZIP=-1.03, Synergy_Bliss=1.23, Synergy_Loewe=0.616, Synergy_HSA=0.743. (3) Drug 1: C1=CC(=C2C(=C1NCCNCCO)C(=O)C3=C(C=CC(=C3C2=O)O)O)NCCNCCO. Drug 2: C1CN(P(=O)(OC1)NCCCl)CCCl. Cell line: LOX IMVI. Synergy scores: CSS=40.7, Synergy_ZIP=1.66, Synergy_Bliss=1.61, Synergy_Loewe=-8.08, Synergy_HSA=2.91. (4) Drug 1: CC1C(C(CC(O1)OC2CC(OC(C2O)C)OC3=CC4=CC5=C(C(=O)C(C(C5)C(C(=O)C(C(C)O)O)OC)OC6CC(C(C(O6)C)O)OC7CC(C(C(O7)C)O)OC8CC(C(C(O8)C)O)(C)O)C(=C4C(=C3C)O)O)O)O. Drug 2: C1CC(=O)NC(=O)C1N2C(=O)C3=CC=CC=C3C2=O. Cell line: MDA-MB-435. Synergy scores: CSS=54.9, Synergy_ZIP=2.11, Synergy_Bliss=2.30, Synergy_Loewe=-12.7, Synergy_HSA=-1.33. (5) Drug 1: C1=CC(=CC=C1C#N)C(C2=CC=C(C=C2)C#N)N3C=NC=N3. Drug 2: COC1=C2C(=CC3=C1OC=C3)C=CC(=O)O2. Cell line: KM12. Synergy scores: CSS=6.23, Synergy_ZIP=-0.256, Synergy_Bliss=-0.179, Synergy_Loewe=3.89, Synergy_HSA=0.873. (6) Drug 1: C1=CC(=CC=C1CCC2=CNC3=C2C(=O)NC(=N3)N)C(=O)NC(CCC(=O)O)C(=O)O. Drug 2: C#CCC(CC1=CN=C2C(=N1)C(=NC(=N2)N)N)C3=CC=C(C=C3)C(=O)NC(CCC(=O)O)C(=O)O. Cell line: U251. Synergy scores: CSS=32.4, Synergy_ZIP=-2.00, Synergy_Bliss=-3.01, Synergy_Loewe=-1.50, Synergy_HSA=-1.32. (7) Drug 1: COC1=CC(=CC(=C1O)OC)C2C3C(COC3=O)C(C4=CC5=C(C=C24)OCO5)OC6C(C(C7C(O6)COC(O7)C8=CC=CS8)O)O. Drug 2: CC1=C2C(C(=O)C3(C(CC4C(C3C(C(C2(C)C)(CC1OC(=O)C(C(C5=CC=CC=C5)NC(=O)C6=CC=CC=C6)O)O)OC(=O)C7=CC=CC=C7)(CO4)OC(=O)C)O)C)OC(=O)C. Cell line: SF-539. Synergy scores: CSS=52.5, Synergy_ZIP=-4.92, Synergy_Bliss=-4.41, Synergy_Loewe=-4.53, Synergy_HSA=-1.45.